This data is from NCI-60 drug combinations with 297,098 pairs across 59 cell lines. The task is: Regression. Given two drug SMILES strings and cell line genomic features, predict the synergy score measuring deviation from expected non-interaction effect. (1) Drug 1: C1CC(=O)NC(=O)C1N2CC3=C(C2=O)C=CC=C3N. Drug 2: C1=NC2=C(N=C(N=C2N1C3C(C(C(O3)CO)O)F)Cl)N. Cell line: OVCAR-5. Synergy scores: CSS=5.61, Synergy_ZIP=-3.66, Synergy_Bliss=-1.57, Synergy_Loewe=-0.382, Synergy_HSA=-0.174. (2) Drug 1: CC1C(C(=O)NC(C(=O)N2CCCC2C(=O)N(CC(=O)N(C(C(=O)O1)C(C)C)C)C)C(C)C)NC(=O)C3=C4C(=C(C=C3)C)OC5=C(C(=O)C(=C(C5=N4)C(=O)NC6C(OC(=O)C(N(C(=O)CN(C(=O)C7CCCN7C(=O)C(NC6=O)C(C)C)C)C)C(C)C)C)N)C. Drug 2: C1CNP(=O)(OC1)N(CCCl)CCCl. Cell line: SR. Synergy scores: CSS=35.1, Synergy_ZIP=-5.97, Synergy_Bliss=-12.2, Synergy_Loewe=-44.5, Synergy_HSA=-11.6. (3) Drug 1: COC1=C(C=C2C(=C1)N=CN=C2NC3=CC(=C(C=C3)F)Cl)OCCCN4CCOCC4. Cell line: LOX IMVI. Synergy scores: CSS=22.5, Synergy_ZIP=-1.89, Synergy_Bliss=6.87, Synergy_Loewe=2.13, Synergy_HSA=8.54. Drug 2: C1=CC(=CC=C1CC(C(=O)O)N)N(CCCl)CCCl.Cl. (4) Drug 1: CC(C1=C(C=CC(=C1Cl)F)Cl)OC2=C(N=CC(=C2)C3=CN(N=C3)C4CCNCC4)N. Drug 2: C1=CC(=CC=C1C#N)C(C2=CC=C(C=C2)C#N)N3C=NC=N3. Cell line: COLO 205. Synergy scores: CSS=10.9, Synergy_ZIP=5.26, Synergy_Bliss=8.11, Synergy_Loewe=-2.91, Synergy_HSA=3.94.